Task: Predict the reaction yield, written as a fraction of the theoretical maximum amount of product (1.0 means a 100% yield; for example, 0.34 means a 34% yield).. Dataset: Reaction yield outcomes from USPTO patents with 853,638 reactions The reactants are [Cl:1][C:2]1[CH:7]=[CH:6][C:5]([C:8]2[N:12]([C:13]3[CH:18]=[CH:17][C:16]([Cl:19])=[CH:15][C:14]=3[Cl:20])[N:11]=[C:10]([C:21]([N:23]3[CH2:28][CH2:27][C:26]([C:32]4[CH:37]=[CH:36][CH:35]=[CH:34][CH:33]=4)([C:29](O)=[O:30])[CH2:25][CH2:24]3)=[O:22])[C:9]=2[CH3:38])=[CH:4][CH:3]=1.[Cl-].[NH4+].F[P-](F)(F)(F)(F)F.[N:48]1(O[P+](N(C)C)(N(C)C)N(C)C)C2C=CC=CC=2N=N1.C(N(CC)CC)C. The catalyst is O1CCCC1. The product is [Cl:1][C:2]1[CH:3]=[CH:4][C:5]([C:8]2[N:12]([C:13]3[CH:18]=[CH:17][C:16]([Cl:19])=[CH:15][C:14]=3[Cl:20])[N:11]=[C:10]([C:21]([N:23]3[CH2:28][CH2:27][C:26]([C:32]4[CH:33]=[CH:34][CH:35]=[CH:36][CH:37]=4)([C:29]([NH2:48])=[O:30])[CH2:25][CH2:24]3)=[O:22])[C:9]=2[CH3:38])=[CH:6][CH:7]=1. The yield is 0.440.